From a dataset of Forward reaction prediction with 1.9M reactions from USPTO patents (1976-2016). Predict the product of the given reaction. (1) The product is: [C:22]([O:21][C:19]([NH:18]/[C:9](=[N:8]\[C:6]([O:5][C:1]([CH3:4])([CH3:3])[CH3:2])=[O:7])/[N:10]([CH3:17])[CH2:11][C:12]([OH:14])=[O:13])=[O:20])([CH3:24])([CH3:25])[CH3:23]. Given the reactants [C:1]([O:5][C:6]([NH:8]/[C:9](=[N:18]\[C:19]([O:21][C:22]([CH3:25])([CH3:24])[CH3:23])=[O:20])/[N:10]([CH3:17])[CH2:11][C:12]([O:14]CC)=[O:13])=[O:7])([CH3:4])([CH3:3])[CH3:2].[OH-].[Na+].S(=O)(=O)(O)O, predict the reaction product. (2) Given the reactants CO[C:3](=[O:13])[C:4]1[C:9]([I:10])=[CH:8][CH:7]=[CH:6][C:5]=1[CH2:11]Br.[CH3:14][CH:15]([NH2:24])[CH2:16][CH2:17][C:18]1[CH:23]=[CH:22][CH:21]=[CH:20][CH:19]=1.C([O-])([O-])=O.[K+].[K+].C(OCC)(=O)C, predict the reaction product. The product is: [I:10][C:9]1[CH:8]=[CH:7][CH:6]=[C:5]2[C:4]=1[C:3](=[O:13])[N:24]([CH:15]([CH3:14])[CH2:16][CH2:17][C:18]1[CH:23]=[CH:22][CH:21]=[CH:20][CH:19]=1)[CH2:11]2. (3) Given the reactants [CH2:1]([O:8][C:9](=[O:36])[N:10]([C:17]1[CH:22]=[CH:21][CH:20]=[C:19]([O:23][C:24]2[CH:29]=[CH:28][C:27]([NH2:30])=[C:26]([CH2:31][NH:32][CH2:33][CH2:34][CH3:35])[CH:25]=2)[CH:18]=1)[CH:11]1[CH2:16][CH2:15][CH2:14][CH2:13][CH2:12]1)[C:2]1[CH:7]=[CH:6][CH:5]=[CH:4][CH:3]=1.[N:37]#[C:38]Br, predict the reaction product. The product is: [CH2:1]([O:8][C:9](=[O:36])[N:10]([C:17]1[CH:22]=[CH:21][CH:20]=[C:19]([O:23][C:24]2[CH:25]=[C:26]3[C:27](=[CH:28][CH:29]=2)[N:30]=[C:38]([NH2:37])[N:32]([CH2:33][CH2:34][CH3:35])[CH2:31]3)[CH:18]=1)[CH:11]1[CH2:12][CH2:13][CH2:14][CH2:15][CH2:16]1)[C:2]1[CH:7]=[CH:6][CH:5]=[CH:4][CH:3]=1. (4) Given the reactants CO[C:3]1C=[C:7]([N:9]2[CH2:14][CH2:13][N:12]([CH3:15])[CH2:11][CH2:10]2)[CH:6]=[CH:5][C:4]=1N.CO[C:19]1[CH:20]=[C:21]([N:28]2CCN(C)C[CH2:29]2)[CH:22]=[CH:23][C:24]=1[N+:25]([O-])=O.CC[OH:37], predict the reaction product. The product is: [NH2:25][C:24]1[CH:23]=[CH:22][C:21]([N:28]2[CH2:3][CH2:4][CH2:5][CH:6]([C:7]([N:9]3[CH2:10][CH2:11][N:12]([CH3:15])[CH2:13][CH2:14]3)=[O:37])[CH2:29]2)=[CH:20][CH:19]=1. (5) Given the reactants C(=O)([O-])[O-].[K+].[K+].[OH:7][CH2:8][C:9]1[CH:14]=[CH:13][C:12](B(O)O)=[CH:11][CH:10]=1.Br[C:19]1[N:20]=[CH:21][S:22][CH:23]=1, predict the reaction product. The product is: [S:22]1[CH:23]=[C:19]([C:12]2[CH:13]=[CH:14][C:9]([CH2:8][OH:7])=[CH:10][CH:11]=2)[N:20]=[CH:21]1. (6) Given the reactants [C:1]([C:3]1[C:4]([O:16][CH3:17])=[CH:5][C:6]([O:14][CH3:15])=[C:7]([C:9]2[S:10][CH:11]=[CH:12][CH:13]=2)[CH:8]=1)#[CH:2].C([Li])CCC.[CH3:23][O:24][C:25](=[O:40])[CH2:26][O:27][C:28]1[C:33]([O:34][CH3:35])=[CH:32][C:31]([CH:36]=[O:37])=[CH:30][C:29]=1[O:38][CH3:39].[Cr](O[Cr]([O-])(=O)=O)([O-])(=O)=O.[NH+]1C=CC=CC=1.[NH+]1C=CC=CC=1, predict the reaction product. The product is: [CH3:23][O:24][C:25](=[O:40])[CH2:26][O:27][C:28]1[C:33]([O:34][CH3:35])=[CH:32][C:31]([C:36](=[O:37])[C:2]#[C:1][C:3]2[CH:8]=[C:7]([C:9]3[S:10][CH:11]=[CH:12][CH:13]=3)[C:6]([O:14][CH3:15])=[CH:5][C:4]=2[O:16][CH3:17])=[CH:30][C:29]=1[O:38][CH3:39].